Dataset: Full USPTO retrosynthesis dataset with 1.9M reactions from patents (1976-2016). Task: Predict the reactants needed to synthesize the given product. (1) The reactants are: [CH2:1]([N:4]1[CH2:9][CH2:8][O:7][CH2:6][CH2:5]1)[CH:2]=[CH2:3].C12BC(CCC1)CCC2.[NH2:19][C:20]1[CH:21]=[C:22]([CH:48]=[CH:49][CH:50]=1)[O:23][C:24]1[N:25]=[C:26]([NH:33][C:34]2[CH:39]=[CH:38][C:37]([N:40]3[CH2:45][CH2:44][N:43]([CH3:46])[CH2:42][CH2:41]3)=[C:36](Br)[CH:35]=2)[C:27]([C:30]([NH2:32])=[O:31])=[N:28][CH:29]=1.C(=O)([O-])[O-].[K+].[K+]. Given the product [NH2:19][C:20]1[CH:21]=[C:22]([CH:48]=[CH:49][CH:50]=1)[O:23][C:24]1[N:25]=[C:26]([NH:33][C:34]2[CH:35]=[CH:36][C:37]([N:40]3[CH2:45][CH2:44][N:43]([CH3:46])[CH2:42][CH2:41]3)=[C:38]([CH2:3][CH2:2][CH2:1][N:4]3[CH2:9][CH2:8][O:7][CH2:6][CH2:5]3)[CH:39]=2)[C:27]([C:30]([NH2:32])=[O:31])=[N:28][CH:29]=1, predict the reactants needed to synthesize it. (2) Given the product [CH:20]1[C:19]2[CH:18]([CH2:17][O:16][C:14]([NH:1][C@@H:2]([CH2:11][OH:12])[CH2:3][C:4]([O:5][C:6]([CH3:7])([CH3:9])[CH3:8])=[O:10])=[O:15])[C:30]3[C:25](=[CH:26][CH:27]=[CH:28][CH:29]=3)[C:24]=2[CH:23]=[CH:22][CH:21]=1, predict the reactants needed to synthesize it. The reactants are: [NH:1]([C:14]([O:16][CH2:17][CH:18]1[C:30]2[C:25](=[CH:26][CH:27]=[CH:28][CH:29]=2)[C:24]2[C:19]1=[CH:20][CH:21]=[CH:22][CH:23]=2)=[O:15])[C@@H:2]([C:11](O)=[O:12])[CH2:3][C:4](=[O:10])[O:5][C:6]([CH3:9])([CH3:8])[CH3:7].C(N(CC)C(C)C)(C)C.ClC(OCC(C)C)=O.[BH4-].[Na+]. (3) Given the product [Cl:1][C:2]1[CH:12]=[CH:11][C:5]2[NH:6][C:7]([S:17]([CH3:21])(=[O:19])=[O:16])=[N:8][C:4]=2[C:3]=1[C:13]#[N:14], predict the reactants needed to synthesize it. The reactants are: [Cl:1][C:2]1[CH:12]=[CH:11][C:5]2[NH:6][C:7](SC)=[N:8][C:4]=2[C:3]=1[C:13]#[N:14].O[O:16][S:17]([O-:19])=O.[K+].[CH3:21]O. (4) Given the product [ClH:40].[C@H:7]12[CH2:39][C@H:10]([N:11]([CH2:13][CH2:14][N:15]3[C:23]4[C:18](=[CH:19][C:20]([N:24]5[CH:29]=[CH:28][C:27]([O:30][CH2:31][C:32]6[CH:33]=[CH:34][CH:35]=[CH:36][CH:37]=6)=[CH:26][C:25]5=[O:38])=[CH:21][CH:22]=4)[CH:17]=[N:16]3)[CH2:12]1)[CH2:9][O:8]2, predict the reactants needed to synthesize it. The reactants are: N1CCNCC1.[CH:7]12[CH2:39][CH:10]([N:11]([CH2:13][CH2:14][N:15]3[C:23]4[C:18](=[CH:19][C:20]([N:24]5[CH:29]=[CH:28][C:27]([O:30][CH2:31][C:32]6[CH:37]=[CH:36][CH:35]=[CH:34][CH:33]=6)=[CH:26][C:25]5=[O:38])=[CH:21][CH:22]=4)[CH:17]=[N:16]3)[CH2:12]1)[CH2:9][O:8]2.[ClH:40]. (5) Given the product [CH2:12]([NH:11][C:9](=[O:10])[NH:8][C:5]1[N:6]=[CH:7][C:2]([B:30]([OH:31])[OH:29])=[C:3]([C:14]2[S:15][CH:16]=[C:17]([C:19]3[CH:24]=[CH:23][CH:22]=[C:21]([O:25][CH3:26])[N:20]=3)[N:18]=2)[CH:4]=1)[CH3:13], predict the reactants needed to synthesize it. The reactants are: Br[C:2]1[C:3]([C:14]2[S:15][CH:16]=[C:17]([C:19]3[CH:24]=[CH:23][CH:22]=[C:21]([O:25][CH3:26])[N:20]=3)[N:18]=2)=[CH:4][C:5]([NH:8][C:9]([NH:11][CH2:12][CH3:13])=[O:10])=[N:6][CH:7]=1.CC1(C)C(C)(C)[O:31][B:30](B2OC(C)(C)C(C)(C)O2)[O:29]1.C([O-])(=O)C.[K+].C(N(CC)CC)C.B(O)O. (6) Given the product [CH3:10][O:9][C:6]1[CH:7]=[CH:8][C:3]([CH2:2][N:14]2[CH2:15][CH2:16][CH2:17][CH:12]([CH3:11])[CH:13]2[C:18]([NH2:20])=[O:19])=[CH:4][CH:5]=1, predict the reactants needed to synthesize it. The reactants are: Cl[CH2:2][C:3]1[CH:8]=[CH:7][C:6]([O:9][CH3:10])=[CH:5][CH:4]=1.[CH3:11][CH:12]1[CH2:17][CH2:16][CH2:15][NH:14][CH:13]1[C:18]([NH2:20])=[O:19].C(Cl)Cl.